This data is from Forward reaction prediction with 1.9M reactions from USPTO patents (1976-2016). The task is: Predict the product of the given reaction. (1) Given the reactants [CH:1]1([NH:7][C:8](=[O:33])[C:9]2[CH:14]=[C:13]([CH2:15][C:16]3[C:17](=[O:28])[C:18]([O:26][CH3:27])=[C:19]([O:24][CH3:25])[C:20](=[O:23])[C:21]=3[CH3:22])[CH:12]=[CH:11][C:10]=2[O:29]C(=O)C)[CH2:6][CH2:5][CH2:4][CH2:3][CH2:2]1.C(=O)([O-])O.[Na+], predict the reaction product. The product is: [CH:1]1([NH:7][C:8](=[O:33])[C:9]2[CH:14]=[C:13]([CH2:15][C:16]3[C:17](=[O:28])[C:18]([O:26][CH3:27])=[C:19]([O:24][CH3:25])[C:20](=[O:23])[C:21]=3[CH3:22])[CH:12]=[CH:11][C:10]=2[OH:29])[CH2:2][CH2:3][CH2:4][CH2:5][CH2:6]1. (2) Given the reactants F[P-](F)(F)(F)(F)F.N1(O[P+](N(C)C)(N(C)C)N(C)C)C2C=CC=CC=2N=N1.[Cl-].[F:29][C:30]([F:35])([F:34])[C:31]([OH:33])=[O:32].[NH2:36][C:37]1[CH:38]=[C:39]2[C:43](=[CH:44][CH:45]=1)[NH:42][C:41]([C:46]([NH:48][CH2:49][C:50]1[CH:55]=[CH:54][C:53]([Cl:56])=[C:52]([O:57][C:58]3[CH:63]=[C:62]([C:64]#[N:65])[CH:61]=[C:60]([Cl:66])[CH:59]=3)[C:51]=1[F:67])=[O:47])=[CH:40]2.[CH3:68][N:69]([CH3:75])[CH2:70][CH2:71][C:72](O)=[O:73].C(N(C(C)C)CC)(C)C, predict the reaction product. The product is: [F:29][C:30]([F:35])([F:34])[C:31]([OH:33])=[O:32].[Cl:56][C:53]1[CH:54]=[CH:55][C:50]([CH2:49][NH:48][C:46]([C:41]2[NH:42][C:43]3[C:39]([CH:40]=2)=[CH:38][C:37]([NH:36][C:72](=[O:73])[CH2:71][CH2:70][N:69]([CH3:75])[CH3:68])=[CH:45][CH:44]=3)=[O:47])=[C:51]([F:67])[C:52]=1[O:57][C:58]1[CH:63]=[C:62]([C:64]#[N:65])[CH:61]=[C:60]([Cl:66])[CH:59]=1.